Predict the product of the given reaction. From a dataset of Forward reaction prediction with 1.9M reactions from USPTO patents (1976-2016). Given the reactants [ClH:1].Br[C:3]1[CH:8]=[CH:7][C:6]([NH:9][C:10]([CH:12]2[CH:17]3[CH2:18][CH2:19][N:14]([CH2:15][CH2:16]3)[CH2:13]2)=[O:11])=[CH:5][CH:4]=1.[CH3:20][S:21][C:22]1[CH:27]=[CH:26][C:25](B(O)O)=[CH:24][CH:23]=1.C(=O)([O-])[O-].[Cs+].[Cs+], predict the reaction product. The product is: [ClH:1].[CH3:20][S:21][C:22]1[CH:27]=[CH:26][C:25]([C:3]2[CH:8]=[CH:7][C:6]([NH:9][C:10]([CH:12]3[CH:17]4[CH2:18][CH2:19][N:14]([CH2:15][CH2:16]4)[CH2:13]3)=[O:11])=[CH:5][CH:4]=2)=[CH:24][CH:23]=1.